From a dataset of Forward reaction prediction with 1.9M reactions from USPTO patents (1976-2016). Predict the product of the given reaction. Given the reactants [Cl-:1].[S:2]([O-:6])([O-:5])(=[O:4])=[O:3].[ClH:7].S(=O)(=O)(O)[OH:9], predict the reaction product. The product is: [O:3]([Cl:7])[Cl:1].[S:2]1([O:6][O:9][O:5]1)(=[O:4])=[O:3].